This data is from Catalyst prediction with 721,799 reactions and 888 catalyst types from USPTO. The task is: Predict which catalyst facilitates the given reaction. (1) Reactant: [O:1]1[CH2:6][CH:5]=[C:4]([O:7][Si](C)(C)C)[CH2:3][CH2:2]1.C[Si](C)(C)[O:14][C:15]([CH3:17])=[CH2:16].C(=O)(O)[O-].[Na+].O. Product: [O:14]=[C:15]([CH3:17])[CH2:16][CH:3]1[C:4](=[O:7])[CH2:5][CH2:6][O:1][CH2:2]1. The catalyst class is: 10. (2) Reactant: [F:1][C:2]1[CH:7]=[CH:6][C:5]([C:8](=O)[CH2:9][C:10](=O)[CH3:11])=[CH:4][CH:3]=1.FC(F)(F)C(O)=O.[NH:21]([CH2:23][C:24]1[CH:25]=[N:26][CH:27]=[CH:28][CH:29]=1)[NH2:22].C(N(CC)CC)C.FC(F)(F)C(O)=O. Product: [F:1][C:2]1[CH:7]=[CH:6][C:5]([C:8]2[N:21]([CH2:23][C:24]3[CH:25]=[N:26][CH:27]=[CH:28][CH:29]=3)[N:22]=[C:10]([CH3:11])[CH:9]=2)=[CH:4][CH:3]=1. The catalyst class is: 41.